From a dataset of Full USPTO retrosynthesis dataset with 1.9M reactions from patents (1976-2016). Predict the reactants needed to synthesize the given product. (1) Given the product [Cl:1][C:2]1[S:3][C:4]([C:10]([O:12][CH2:13][CH3:14])=[O:11])=[C:5]([C:7](=[O:9])[NH:21][CH:22]([CH3:28])[CH3:23])[N:6]=1, predict the reactants needed to synthesize it. The reactants are: [Cl:1][C:2]1[S:3][C:4]([C:10]([O:12][CH2:13][CH3:14])=[O:11])=[C:5]([C:7]([OH:9])=O)[N:6]=1.C(Cl)(=O)C(Cl)=O.[N:21]1C(C)=CC=[CH:23][C:22]=1[CH3:28].C(N)(C)C. (2) The reactants are: [Cl:1][C:2]1[CH:25]=[CH:24][C:5]([CH2:6][N:7]2[C:15]3[C:10](=[CH:11][C:12](/[CH:16]=[C:17]4/[C:18](=[O:23])[NH:19][C:20](=[O:22])[S:21]/4)=[CH:13][CH:14]=3)[CH:9]=[N:8]2)=[C:4]([C:26]([F:29])([F:28])[F:27])[CH:3]=1.Br[CH2:31][C:32]1[CH:33]=[C:34]([CH:39]=[CH:40][CH:41]=1)[C:35]([O:37][CH3:38])=[O:36]. Given the product [CH3:38][O:37][C:35](=[O:36])[C:34]1[CH:39]=[CH:40][CH:41]=[C:32]([CH2:31][N:19]2[C:18](=[O:23])/[C:17](=[CH:16]/[C:12]3[CH:11]=[C:10]4[C:15](=[CH:14][CH:13]=3)[N:7]([CH2:6][C:5]3[CH:24]=[CH:25][C:2]([Cl:1])=[CH:3][C:4]=3[C:26]([F:27])([F:29])[F:28])[N:8]=[CH:9]4)/[S:21][C:20]2=[O:22])[CH:33]=1, predict the reactants needed to synthesize it. (3) The reactants are: Cl[C:2]1[N:7]=[C:6]2[NH:8][N:9]=[C:10]([C:11]3[CH:16]=[CH:15][N:14]=[C:13]([S:17][CH3:18])[N:12]=3)[C:5]2=[CH:4][N:3]=1.[O:19]1[CH2:24][CH2:23][N:22]([CH2:25][CH2:26][NH2:27])[CH2:21][CH2:20]1.C(N(CC)CC)C. Given the product [CH3:18][S:17][C:13]1[N:12]=[C:11]([C:10]2[C:5]3[C:6](=[N:7][C:2]([NH:27][CH2:26][CH2:25][N:22]4[CH2:23][CH2:24][O:19][CH2:20][CH2:21]4)=[N:3][CH:4]=3)[NH:8][N:9]=2)[CH:16]=[CH:15][N:14]=1, predict the reactants needed to synthesize it.